This data is from Retrosynthesis with 50K atom-mapped reactions and 10 reaction types from USPTO. The task is: Predict the reactants needed to synthesize the given product. (1) Given the product COC(=O)c1cc2cc(Cl)ncc2s1, predict the reactants needed to synthesize it. The reactants are: COC(=O)c1cc2c(Br)c(Cl)ncc2s1. (2) Given the product CC(C)(C)OC(=O)NC1=N[C@](C)(c2cc(NC(=O)c3ccc(Cl)cn3)ccc2F)Cn2c1nc(Cl)c2C#N, predict the reactants needed to synthesize it. The reactants are: CC(C)(C)OC(=O)NC1=N[C@](C)(c2cc(N)ccc2F)Cn2c1nc(Cl)c2C#N.O=C(O)c1ccc(Cl)cn1. (3) Given the product N#Cc1ccc(O)c(N)c1, predict the reactants needed to synthesize it. The reactants are: N#Cc1ccc(O)c([N+](=O)[O-])c1. (4) Given the product CN(C)C1CN(c2c(F)cc3c(=O)c(C(=O)O)cn(-c4nc(N)c(F)cc4F)c3c2Cl)C1, predict the reactants needed to synthesize it. The reactants are: CN(C)C1CNC1.Nc1nc(-n2cc(C(=O)O)c(=O)c3cc(F)c(F)c(Cl)c32)c(F)cc1F. (5) Given the product Cc1nc([C@@H](N)CC2CC2)no1, predict the reactants needed to synthesize it. The reactants are: Cc1nc([C@H](CC2CC2)NC(=O)OC(C)(C)C)no1. (6) Given the product CN(C)CCc1cccc(Nc2nccc(-c3c(-c4ccc(N)c(N)c4)nc4ccccn34)n2)c1, predict the reactants needed to synthesize it. The reactants are: CN(C)CCc1cccc(Nc2nccc(-c3c(-c4ccc(N)c([N+](=O)[O-])c4)nc4ccccn34)n2)c1. (7) Given the product COC1=C(N=O)C(=O)NC1=Cc1ccccc1, predict the reactants needed to synthesize it. The reactants are: C=[N+]=[N-].O=NC1=C(O)C(=Cc2ccccc2)NC1=O. (8) Given the product Cc1cn(Cc2ccccc2)nc1CO, predict the reactants needed to synthesize it. The reactants are: CCOC(=O)c1nn(Cc2ccccc2)cc1C. (9) Given the product COC(Cc1ccc2oc(Cc3nc(-c4ccccc4)oc3C)cc2c1)OC, predict the reactants needed to synthesize it. The reactants are: COC=Cc1ccc2oc(Cc3nc(-c4ccccc4)oc3C)cc2c1.Cc1ccc(S(=O)(=O)O)cc1.